This data is from Full USPTO retrosynthesis dataset with 1.9M reactions from patents (1976-2016). The task is: Predict the reactants needed to synthesize the given product. Given the product [CH2:36]([NH:38][CH2:23][CH2:24][O:25][C:26]1[CH:27]=[CH:28][C:29]([O:19][C:16]2[CH:17]=[C:18]3[C:13](=[CH:14][CH:15]=2)[N:12]=[CH:11][N:10]=[C:9]3[NH:8][C:5]2[CH:4]=[N:3][C:2]([CH3:1])=[CH:7][N:6]=2)=[N:30][CH:31]=1)[CH3:37], predict the reactants needed to synthesize it. The reactants are: [CH3:1][C:2]1[N:3]=[CH:4][C:5]([NH:8][C:9]2[C:18]3[C:13](=[CH:14][CH:15]=[C:16]([OH:19])[CH:17]=3)[N:12]=[CH:11][N:10]=2)=[N:6][CH:7]=1.C(O[CH:23](OCC)[CH2:24][O:25][C:26]1[CH:27]=[CH:28][C:29](F)=[N:30][CH:31]=1)C.[CH2:36]([NH2:38])[CH3:37].O1CCCC1.